Predict the reactants needed to synthesize the given product. From a dataset of Full USPTO retrosynthesis dataset with 1.9M reactions from patents (1976-2016). (1) Given the product [C:1]1([C:7]2[S:11][C:10]([C:12]([OH:14])=[O:13])=[CH:9][CH:8]=2)[CH:2]=[CH:3][CH:4]=[CH:5][CH:6]=1, predict the reactants needed to synthesize it. The reactants are: [C:1]1([C:7]2[S:11][C:10]([CH:12]=[O:13])=[CH:9][CH:8]=2)[CH:6]=[CH:5][CH:4]=[CH:3][CH:2]=1.[OH:14]P([O-])(O)=O.[K+].[O-]Cl=O.[Na+].[OH-].[Na+]. (2) The reactants are: [CH2:1]([N:8]([C@H:13]([CH2:17][OH:18])[C:14]([OH:16])=[O:15])[C:9](=[O:12])[CH2:10]Cl)[C:2]1[CH:7]=[CH:6][CH:5]=[CH:4][CH:3]=1.C([O-])(C)(C)C.[K+]. Given the product [CH2:1]([N:8]1[C:9](=[O:12])[CH2:10][O:18][CH2:17][C@@H:13]1[C:14]([OH:16])=[O:15])[C:2]1[CH:7]=[CH:6][CH:5]=[CH:4][CH:3]=1, predict the reactants needed to synthesize it.